This data is from hERG potassium channel inhibition data for cardiac toxicity prediction from Karim et al.. The task is: Regression/Classification. Given a drug SMILES string, predict its toxicity properties. Task type varies by dataset: regression for continuous values (e.g., LD50, hERG inhibition percentage) or binary classification for toxic/non-toxic outcomes (e.g., AMES mutagenicity, cardiotoxicity, hepatotoxicity). Dataset: herg_karim. The compound is Cc1nnc(C2CCN(C(C)C[C@H](NC(=O)C3CCC3)c3ccccc3)CC2)o1. The result is 1 (blocker).